The task is: Predict the reactants needed to synthesize the given product.. This data is from Full USPTO retrosynthesis dataset with 1.9M reactions from patents (1976-2016). (1) Given the product [CH3:1][O:2][C:3]1[CH:4]=[C:5]2[C:10]([C:9]([CH3:20])=[CH:8][CH2:7][C:6]2([CH3:16])[CH3:15])=[CH:11][C:12]=1[CH3:13], predict the reactants needed to synthesize it. The reactants are: [CH3:1][O:2][C:3]1[CH:4]=[C:5]2[C:10](=[CH:11][C:12]=1[CH3:13])[C:9](=O)[CH2:8][CH2:7][C:6]2([CH3:16])[CH3:15].C[Mg+].[Br-].[CH2:20](OCC)C. (2) Given the product [CH2:1]([N:8]1[C:16]2[C:11](=[CH:12][C:13]([NH:17][C:18]3[C:19]([C:27]([OH:29])=[O:28])=[N:20][C:21]([CH:24]4[CH2:25][CH2:26]4)=[CH:22][N:23]=3)=[CH:14][CH:15]=2)[CH:10]=[CH:9]1)[C:2]1[CH:7]=[CH:6][CH:5]=[CH:4][CH:3]=1, predict the reactants needed to synthesize it. The reactants are: [CH2:1]([N:8]1[C:16]2[C:11](=[CH:12][C:13]([NH:17][C:18]3[C:19]([C:27]([O:29]C)=[O:28])=[N:20][C:21]([CH:24]4[CH2:26][CH2:25]4)=[CH:22][N:23]=3)=[CH:14][CH:15]=2)[CH:10]=[CH:9]1)[C:2]1[CH:7]=[CH:6][CH:5]=[CH:4][CH:3]=1.[OH-].[Na+].O.Cl. (3) Given the product [F:31][C:32]([F:38])([F:37])[CH2:33][C:34]1[NH:1][C:2]2[C:7]([CH:8]=1)=[CH:6][C:5]([C:28]#[N:29])=[CH:4][CH:3]=2, predict the reactants needed to synthesize it. The reactants are: [NH2:1][C:2]1[C:7]([CH2:8][P+](C2C=CC=CC=2)(C2C=CC=CC=2)C2C=CC=CC=2)=[CH:6][C:5]([C:28]#[N:29])=[C:4]=[C:3]=1.[Br-].[F:31][C:32]([F:38])([F:37])[CH2:33][C:34](O)=O.CCN(C(C)C)C(C)C. (4) Given the product [CH3:34][N:35]([CH3:39])[C:36]([N:1]1[CH2:6][CH2:5][CH:4]([C:7]([NH:9][C:10]2[C:11]([CH3:27])=[CH:12][C:13]3[N:14]([CH:24]([CH3:25])[CH3:26])[C:15]4[C:20]([C:21]=3[C:22]=2[CH3:23])=[CH:19][CH:18]=[CH:17][CH:16]=4)=[O:8])[CH2:3][CH2:2]1)=[O:37], predict the reactants needed to synthesize it. The reactants are: [NH:1]1[CH2:6][CH2:5][CH:4]([C:7]([NH:9][C:10]2[C:11]([CH3:27])=[CH:12][C:13]3[N:14]([CH:24]([CH3:26])[CH3:25])[C:15]4[C:20]([C:21]=3[C:22]=2[CH3:23])=[CH:19][CH:18]=[CH:17][CH:16]=4)=[O:8])[CH2:3][CH2:2]1.N1C=CC=CC=1.[CH3:34][N:35]([CH3:39])[C:36](Cl)=[O:37].Cl. (5) The reactants are: [Cl:1][C:2]1[N:7]=[C:6]([NH:8][CH2:9][CH2:10][CH2:11][N:12]2[CH2:16][CH2:15][CH2:14][CH2:13]2)[C:5]([NH2:17])=[C:4]([N:18]2[CH2:23][CH2:22][O:21][CH2:20][CH2:19]2)[N:3]=1.[N:24]([O-])=O.[Na+]. Given the product [Cl:1][C:2]1[N:3]=[C:4]([N:18]2[CH2:19][CH2:20][O:21][CH2:22][CH2:23]2)[C:5]2[N:17]=[N:24][N:8]([CH2:9][CH2:10][CH2:11][N:12]3[CH2:16][CH2:15][CH2:14][CH2:13]3)[C:6]=2[N:7]=1, predict the reactants needed to synthesize it. (6) The reactants are: C([C:3]1(C#C)[C:12]([CH3:14])([CH3:13])[C:11]2[C:6](=[C:7]([Si](C)(C)C)[CH:8]=[C:9]([C:15]([O-:17])=[O:16])[CH:10]=2)[O:5][C:4]1([CH3:23])[CH3:22])C.[OH-].[Na+].Cl.[CH2:29](O)[CH3:30]. Given the product [C:29]([C:7]1[CH:8]=[C:9]([C:15]([OH:17])=[O:16])[CH:10]=[C:11]2[C:6]=1[O:5][C:4]([CH3:22])([CH3:23])[CH2:3][C:12]2([CH3:13])[CH3:14])#[CH:30], predict the reactants needed to synthesize it. (7) Given the product [CH3:8][S:9]([O:40][CH2:39][CH2:38][C@H:29]1[C@@H:30]2[C@@H:31]([O:32][C:33]([CH3:36])([CH3:35])[O:34]2)[O:37][C@@H:28]1[CH2:27][CH2:26][C:23]1[CH:22]=[CH:21][C:20]([C:17]2[CH:18]=[CH:19][C:14]([Cl:13])=[CH:15][CH:16]=2)=[CH:25][CH:24]=1)(=[O:11])=[O:10], predict the reactants needed to synthesize it. The reactants are: C(N(CC)CC)C.[CH3:8][S:9](Cl)(=[O:11])=[O:10].[Cl:13][C:14]1[CH:19]=[CH:18][C:17]([C:20]2[CH:25]=[CH:24][C:23]([CH2:26][CH2:27][C@H:28]3[O:37][C@@H:31]4[O:32][C:33]([CH3:36])([CH3:35])[O:34][C@@H:30]4[C@@H:29]3[CH2:38][CH2:39][OH:40])=[CH:22][CH:21]=2)=[CH:16][CH:15]=1.O. (8) The reactants are: [CH2:1]([CH:4]([C:8]1[C:9]([C:23]2[CH:28]=[CH:27][CH:26]=[CH:25][CH:24]=2)=[C:10]([CH3:22])[C:11]([C:20]#[N:21])=[C:12]2[C:16]=1[O:15][C:14]([CH:17]1[CH2:19][CH2:18]1)=[N:13]2)[CH2:5][CH:6]=[CH2:7])C=C. Given the product [CH:4]1([C:8]2[C:9]([C:23]3[CH:28]=[CH:27][CH:26]=[CH:25][CH:24]=3)=[C:10]([CH3:22])[C:11]([C:20]#[N:21])=[C:12]3[C:16]=2[O:15][C:14]([CH:17]2[CH2:19][CH2:18]2)=[N:13]3)[CH2:5][CH:6]=[CH:7][CH2:1]1, predict the reactants needed to synthesize it.